From a dataset of Reaction yield outcomes from USPTO patents with 853,638 reactions. Predict the reaction yield, written as a fraction of the theoretical maximum amount of product (1.0 means a 100% yield; for example, 0.34 means a 34% yield). (1) The reactants are [CH2:1]([O:3][C:4]([C:6]1[C:7]([O:24][CH3:25])=[C:8]2[N:13]([CH:14]=1)[N:12]=[CH:11][N:10]=[C:9]2NC1C=CC(C)=C(O)C=1)=[O:5])[CH3:2].[NH2:26][C:27]1[CH:28]=[CH:29][C:30]([O:33][CH3:34])=[N:31][CH:32]=1. The catalyst is CC#N. The yield is 0.360. The product is [CH2:1]([O:3][C:4]([C:6]1[C:7]([O:24][CH3:25])=[C:8]2[N:13]([CH:14]=1)[N:12]=[CH:11][N:10]=[C:9]2[NH:26][C:27]1[CH:32]=[N:31][C:30]([O:33][CH3:34])=[CH:29][CH:28]=1)=[O:5])[CH3:2]. (2) The product is [OH:1][C:5]1[CH:10]=[CH:9][N:8]2[C:11]3[CH:17]=[CH:16][CH:15]=[CH:14][C:12]=3[N:13]=[C:7]2[N:6]=1. The yield is 0.870. The reactants are [OH-:1].[Na+].ClC(Cl)(Cl)[C:5]1[CH:10]=[CH:9][N:8]2[C:11]3[CH:17]=[CH:16][CH:15]=[CH:14][C:12]=3[N:13]=[C:7]2[N:6]=1. The catalyst is C(#N)C. (3) The reactants are [CH2:1]([O:3][C:4](=[O:12])[C:5]1[CH:10]=[CH:9][CH:8]=[N:7][C:6]=1[NH2:11])[CH3:2].Cl.[Cl:14]OC(C)(C)C. The catalyst is CO. The product is [CH2:1]([O:3][C:4](=[O:12])[C:5]1[CH:10]=[C:9]([Cl:14])[CH:8]=[N:7][C:6]=1[NH2:11])[CH3:2]. The yield is 0.350. (4) The reactants are [N:1]([CH2:4][CH:5]1[C:13]2[C:8](=[CH:9][CH:10]=[CH:11][CH:12]=2)[C:7](=[C:14]2[C:22]3[C:17](=[CH:18][CH:19]=[CH:20][CH:21]=3)[NH:16][C:15]2=[O:23])[O:6]1)=[C:2]=[O:3].[NH2:24][CH2:25][CH2:26][N:27]1[CH2:32][CH2:31][O:30][CH2:29][CH2:28]1. The catalyst is C1COCC1. The product is [N:27]1([CH2:26][CH2:25][NH:24][C:2]([NH:1][CH2:4][CH:5]2[C:13]3[C:8](=[CH:9][CH:10]=[CH:11][CH:12]=3)[C:7](=[C:14]3[C:22]4[C:17](=[CH:18][CH:19]=[CH:20][CH:21]=4)[NH:16][C:15]3=[O:23])[O:6]2)=[O:3])[CH2:32][CH2:31][O:30][CH2:29][CH2:28]1. The yield is 0.180. (5) The reactants are [ClH:1].C(OC([NH:9][CH2:10][C@H:11]([N:16]1[CH2:21][CH2:20][N:19]([S:22]([CH3:25])(=[O:24])=[O:23])[CH2:18][CH2:17]1)[C:12]([O:14][CH3:15])=[O:13])=O)(C)(C)C. The catalyst is C(O)(C)C.CO. The product is [ClH:1].[NH2:9][CH2:10][C@H:11]([N:16]1[CH2:21][CH2:20][N:19]([S:22]([CH3:25])(=[O:24])=[O:23])[CH2:18][CH2:17]1)[C:12]([O:14][CH3:15])=[O:13]. The yield is 1.00. (6) The reactants are [CH2:1]([C:4]1[CH:9]=[CH:8][C:7]([OH:10])=[C:6]([O:11][CH3:12])[CH:5]=1)[CH:2]=[CH2:3].C1(C)C=CC(S(NN)(=O)=O)=CC=1.CC([O-])=O.[Na+]. The catalyst is C(COC)OC.O. The product is [CH3:12][O:11][C:6]1[CH:5]=[C:4]([CH2:1][CH2:2][CH3:3])[CH:9]=[CH:8][C:7]=1[OH:10]. The yield is 0.480. (7) The reactants are [H-].[Na+].C([O:7][C:8](=[O:24])[NH:9][C@@H:10]([C:20](O)([CH3:22])[CH3:21])[CH2:11][O:12][Si:13]([C:16]([CH3:19])([CH3:18])[CH3:17])([CH3:15])[CH3:14])(C)(C)C.[NH4+].[Cl-]. The catalyst is O1CCCC1. The product is [Si:13]([O:12][CH2:11][C@@H:10]1[C:20]([CH3:21])([CH3:22])[O:24][C:8](=[O:7])[NH:9]1)([C:16]([CH3:17])([CH3:18])[CH3:19])([CH3:14])[CH3:15]. The yield is 0.830. (8) The yield is 0.940. The catalyst is C([O-])(=O)C.[Pd+2].C([O-])(=O)C.C(COC)OC. The product is [Cl:1][C:2]1[CH:7]=[CH:6][C:5]([C:12]2[CH:19]=[CH:18][C:15]([CH:16]=[O:17])=[CH:14][CH:13]=2)=[CH:4][CH:3]=1. The reactants are [Cl:1][C:2]1[CH:7]=[CH:6][C:5](B(O)O)=[CH:4][CH:3]=1.Br[C:12]1[CH:19]=[CH:18][C:15]([CH:16]=[O:17])=[CH:14][CH:13]=1.